This data is from Forward reaction prediction with 1.9M reactions from USPTO patents (1976-2016). The task is: Predict the product of the given reaction. (1) Given the reactants [CH3:1][C@H:2]([N:5]([CH2:13][CH2:14][CH2:15][NH:16][C:17]([O:19][C:20]([CH3:23])([CH3:22])[CH3:21])=[O:18])[C:6](=[O:12])[O:7][C:8]([CH3:11])([CH3:10])[CH3:9])[C:3]#[CH:4].[N:24]([Si](C)(C)C)=[N+:25]=[N-:26], predict the reaction product. The product is: [N:24]1[NH:25][N:26]=[C:3]([C@@H:2]([N:5]([CH2:13][CH2:14][CH2:15][NH:16][C:17]([O:19][C:20]([CH3:22])([CH3:21])[CH3:23])=[O:18])[C:6](=[O:12])[O:7][C:8]([CH3:9])([CH3:10])[CH3:11])[CH3:1])[CH:4]=1. (2) Given the reactants [Na].[O:2]([CH2:9][C:10](=[O:12])[CH3:11])[C:3]1[CH:8]=[CH:7][CH:6]=[CH:5][CH:4]=1.[C:13](OCC)(=[O:19])[C:14]([O:16][CH2:17][CH3:18])=[O:15], predict the reaction product. The product is: [CH2:17]([O:16][C:14](=[O:15])[C:13](=[O:19])[CH2:11][C:10](=[O:12])[CH2:9][O:2][C:3]1[CH:8]=[CH:7][CH:6]=[CH:5][CH:4]=1)[CH3:18]. (3) The product is: [CH3:1][O:2][C:3]([C:4]1[N:6]([C:7]2[CH:12]=[CH:11][CH:10]=[CH:9][CH:8]=2)[C:13]2[C:14]([C:20](=[O:23])[C:21]=1[CH3:22])=[CH:15][CH:16]=[C:17]([Cl:19])[CH:18]=2)=[O:24]. Given the reactants [CH3:1][O:2][C:3](=[O:24])[C:4]([N:6]([C:13]1[CH:18]=[C:17]([Cl:19])[CH:16]=[CH:15][C:14]=1[C:20](=[O:23])[CH2:21][CH3:22])[C:7]1[CH:12]=[CH:11][CH:10]=[CH:9][CH:8]=1)=O.C(=O)([O-])[O-].[K+].[K+].CCCCCC, predict the reaction product. (4) Given the reactants [CH2:1]([O:5][C:6]1[CH:11]=[C:10](/[CH:12]=[C:13](\[O:18][CH2:19][CH3:20])/[C:14]([O:16]C)=[O:15])[CH:9]=[CH:8][C:7]=1[C:21]1[CH:26]=[CH:25][CH:24]=[C:23]([N:27]([CH3:39])[C:28]([NH:30][CH2:31][CH2:32][C:33]2[CH:38]=[CH:37][CH:36]=[CH:35][CH:34]=2)=[O:29])[CH:22]=1)[CH2:2][CH2:3][CH3:4].O1CCCC1.CO.O.O.[OH-].[Li+], predict the reaction product. The product is: [CH2:1]([O:5][C:6]1[CH:11]=[C:10](/[CH:12]=[C:13](\[O:18][CH2:19][CH3:20])/[C:14]([OH:16])=[O:15])[CH:9]=[CH:8][C:7]=1[C:21]1[CH:26]=[CH:25][CH:24]=[C:23]([N:27]([CH3:39])[C:28]([NH:30][CH2:31][CH2:32][C:33]2[CH:34]=[CH:35][CH:36]=[CH:37][CH:38]=2)=[O:29])[CH:22]=1)[CH2:2][CH2:3][CH3:4]. (5) The product is: [Cl:1][C:2]1[CH:7]=[CH:6][C:5]([N:8]([CH3:27])[C:9]([C:11]2[N:15]3[CH:16]=[CH:17][CH:18]=[N:19][C:14]3=[N:13][C:12]=2[C:20]2[CH:21]=[CH:22][C:23]([F:26])=[CH:24][CH:25]=2)=[O:10])=[CH:4][CH:3]=1. Given the reactants [Cl:1][C:2]1[CH:7]=[CH:6][C:5]([NH:8][C:9]([C:11]2[N:15]3[CH:16]=[CH:17][CH:18]=[N:19][C:14]3=[N:13][C:12]=2[C:20]2[CH:25]=[CH:24][C:23]([F:26])=[CH:22][CH:21]=2)=[O:10])=[CH:4][CH:3]=1.[C:27](=O)([O-])[O-].[Cs+].[Cs+].IC, predict the reaction product.